The task is: Regression. Given a peptide amino acid sequence and an MHC pseudo amino acid sequence, predict their binding affinity value. This is MHC class I binding data.. This data is from Peptide-MHC class I binding affinity with 185,985 pairs from IEDB/IMGT. The peptide sequence is EMETLQSQL. The MHC is HLA-A02:06 with pseudo-sequence HLA-A02:06. The binding affinity (normalized) is 0.